From a dataset of Experimentally validated miRNA-target interactions with 360,000+ pairs, plus equal number of negative samples. Binary Classification. Given a miRNA mature sequence and a target amino acid sequence, predict their likelihood of interaction. (1) The protein sequence of the target gene is MLSRLRVVSTTCTLACRHLHIKEKGKPLMLNPRTNKGMAFTLQERQMLGLQGLLPPKIETQDIQALRFHRNLKKMTSPLEKYIYIMGIQERNEKLFYRILQDDIESLMPIVYTPTVGLACSQYGHIFRRPKGLFISISDRGHVRSIVDNWPENHVKAVVVTDGERILGLGDLGVYGMGIPVGKLCLYTACAGIRPDRCLPVCIDVGTDNIALLKDPFYMGLYQKRDRTQQYDDLIDEFMKAITDRYGRNTLIQFEDFGNHNAFRFLRKYREKYCTFNDDIQGTAAVALAGLLAAQKVISK.... The miRNA is hsa-miR-194-5p with sequence UGUAACAGCAACUCCAUGUGGA. Result: 1 (interaction). (2) The miRNA is hsa-miR-3136-5p with sequence CUGACUGAAUAGGUAGGGUCAUU. The protein sequence of the target gene is MKDMPLRIHVLLGLAITTLVQAVDKKVDCPRLCTCEIRPWFTPRSIYMEASTVDCNDLGLLTFPARLPANTQILLLQTNNIAKIEYSTDFPVNLTGLDLSQNNLSSVTNINVKKMPQLLSVYLEENKLTELPEKCLSELSNLQELYINHNLLSTISPGAFIGLHNLLRLHLNSNRLQMINSKWFDALPNLEILMIGENPIIRIKDMNFKPLINLRSLVIAGINLTEIPDNALVGLENLESISFYDNRLIKVPHVALQKVVNLKFLDLNKNPINRIRRGDFSNMLHLKELGINNMPELISI.... Result: 0 (no interaction). (3) The miRNA is hsa-miR-330-5p with sequence UCUCUGGGCCUGUGUCUUAGGC. The protein sequence of the target gene is MAGHGWGTAWVLVAAATLLHAGGLAQGDCWLIEGDKGFVWLAICSQNQPPYEAIPQQINNTIVDLRLNENRIRSVQYASLSRFGNLTYLNLTKNEIGYIEDGAFSGQFNLQVLQLGYNRLRNLTEGMLRGLSKLEYLYLQANLIEVVMASAFWECPNIVNIDLSMNRIQQLGSGTFAGLTKLSVCEIYSNPFYCSCELLGFLRWLAAFTNATQTHDRVQCESPPVYAGYFLLGQGRHGHQRSILSKLQSVCTEGSYTAEVLGPPRPVPGRSQPGHSPPPPPPEPSDMPCADDECFSGDGT.... Result: 0 (no interaction). (4) The miRNA is hsa-miR-148b-3p with sequence UCAGUGCAUCACAGAACUUUGU. The protein sequence of the target gene is MGPLSAPPCTEHIKWKGLLVTASLLNFWNLPTTAQVTIEAQPPKVSEGKDVLLLVHNLPQNLTGYIWYKGQIRDLYHYITSYVVDGQIIIYGPAYSGRETAYSNASLLIQNVTREDAGSYTLHIIKRGDGTRGVTGYFTFTLYLETPKPSISSSNLNPREAMETVILTCDPETPDTSYQWWMNGQSLPMTHRFQLSETNRTLFLFGVTKYTAGPYECEIRNSGSASRSDPVTLNLLHGPDLPRIHPSYTNYRSGDNLYLSCFANSNPPAQYSWTINGKFQQSGQNLFIPQITTKHSGLYV.... Result: 1 (interaction). (5) The miRNA is hsa-miR-6822-3p with sequence AGGCUCUAACUGGCUUUCCCUGCA. The protein sequence of the target gene is MRPQQAPVSGKVFIQRDYSSGTRCQFQTKFPAELENRIDRQQFEETVRTLNNLYAEAEKLGGQSYLEGCLACLTAYTIFLCMETHYEKVLKKVSKYIQEQNEKIYAPQGLLLTDPIERGLRVIEITIYEDRGMSSGR. Result: 1 (interaction). (6) The miRNA is hsa-miR-1226-5p with sequence GUGAGGGCAUGCAGGCCUGGAUGGGG. The protein sequence of the target gene is MSQRVRRNGSPTPAGSLGGGAVATAGGPGSRLQPMRATVPFQLKQQQQQQHGSPTRSGGGGGGNNNGGCCGGASGPAGGGGGGGPRTASRSTSPTRGGGNAAARTSPTVATQTGASATSTRGTSPTRSAAPGARGSPPRPPPPPPLLGTVSSPSSSPTHLWTGEVSAAPPPARVRHRRRSPEQSRSSPEKRSPSAPVCKAGDKTRQPSSSPSSIIRRTSSLDTLAAPYLAGHWPRDSHGQAAPCMRDKATQTESAWAEEYSEKKKGSHKRSASWGSTDQLKEIAKLRQQLQRSKHSSRHH.... Result: 0 (no interaction). (7) The miRNA is hsa-miR-5002-3p with sequence UGACUGCCUCACUGACCACUU. The protein sequence of the target gene is MNASSEGESFAGSVQIPGGTTVLVELTPDIHICGICKQQFNNLDAFVAHKQSGCQLTGTSAAAPSTVQFVSEETVPATQTQTTTRTITSETQTITVSAPEFVFEHGYQTYLPTESNENQTATVISLPAKSRTKKPTTPPAQKRLNCCYPGCQFKTAYGMKDMERHLKIHTGDKPHKCEVCGKCFSRKDKLKTHMRCHTGVKPYKCKTCDYAAADSSSLNKHLRIHSDERPFKCQICPYASRNSSQLTVHLRSHTASELDDDVPKANCLSTESTDTPKAPVITLPSEAREQMATLGERTFN.... Result: 0 (no interaction). (8) The miRNA is dme-miR-124-3p with sequence UAAGGCACGCGGUGAAUGCCAAG. The protein sequence of the target gene is MPPPAPGARLRLLAAAALAGLAVISRGLLSQSLEFSSPADNYTVCEGDNATLSCFIDEHVTRVAWLNRSNILYAGNDRWTSDPRVRLLINTPEEFSILITQVGLGDEGLYTCSFQTRHQPYTTQVYLIVHVPARIVNISSPVAVNEGGNVNLLCLAVGRPEPTVTWRQLRDGFTSEGEILEISDIQRGQAGEYECVTHNGVNSAPDSRRVLVTVNYPPTITDVTSARTALGRAALLRCEAMAVPPADFQWYKDDRLLSSGSAEGLKVQTERTRSMLLFANVSARHYGNYTCRAANRLGAS.... Result: 0 (no interaction). (9) The miRNA is hsa-miR-4650-3p with sequence AGGUAGAAUGAGGCCUGACAU. The protein sequence of the target gene is MNLVGSYAHHHHHHHPHPAHPMLHEPFLFGPASRCHQERPYFQSWLLSPADAAPDFPAGGPPPAAAAAATAYGPDARPGQSPGRLEALGGRLGRRKGSGPKKERRRTESINSAFAELRECIPNVPADTKLSKIKTLRLATSYIAYLMDVLAKDAQSGDPEAFKAELKKADGGRESKRKRELQQHEGFPPALGPVEKRIKGRTGWPQQVWALELNQ. Result: 1 (interaction). (10) The miRNA is mmu-miR-876-5p with sequence UGGAUUUCUCUGUGAAUCACUA. The protein sequence of the target gene is MLAWRVARGAWGPLRVALRPPGARLGRGGSRRALLPPAACCLGCLAERWRLRPAAFALRLPGAGPRTHCSGAGKAAPEPAAGGGGAAAQAPSARWVPASAASSYENPWTIPNLLSMTRIGLAPVLGYLILEEDFNVALGVFALAGLTDLLDGFIARNWANQKSALGSALDPLADKVLISILYISLTYADLIPVPLTYMIISRDVMLIAAVFYVRYRTLPTPRTLAKYFNPCYATARLKPTFISKVNTAVQLILVAASLAAPVFNYADSIYLQILWCCTAFTTAASAYSYYHYGRKTVQVI.... Result: 0 (no interaction).